Predict the reaction yield, written as a fraction of the theoretical maximum amount of product (1.0 means a 100% yield; for example, 0.34 means a 34% yield). From a dataset of Reaction yield outcomes from USPTO patents with 853,638 reactions. (1) The reactants are [C:1]([O:5][C:6](=[O:16])[C@@H](/N=C/CC(C)(C)C)C)([CH3:4])([CH3:3])[CH3:2].[Cl:17][C:18]1[CH:19]=[C:20](/[CH:24]=[C:25](/[C:28]2[CH:33]=[CH:32][C:31]([Cl:34])=[CH:30][CH:29]=2)\[C:26]#[N:27])[CH:21]=[CH:22][CH:23]=1.C([N:37]([CH2:40][CH3:41])[CH2:38][CH3:39])C. The catalyst is ClCCCl. The product is [C:1]([O:5][C:6]([C:40]1([CH3:41])[CH:24]([C:20]2[CH:21]=[CH:22][CH:23]=[C:18]([Cl:17])[CH:19]=2)[C:25]([C:28]2[CH:29]=[CH:30][C:31]([Cl:34])=[CH:32][CH:33]=2)([C:26]#[N:27])[CH:38]([CH2:39][C:1]([CH3:4])([CH3:3])[CH3:2])[NH:37]1)=[O:16])([CH3:2])([CH3:3])[CH3:4]. The yield is 0.540. (2) The reactants are [OH:1][C:2]1[CH:11]=[C:10]([N+:12]([O-])=O)[CH:9]=[CH:8][C:3]=1[C:4]([O:6][CH3:7])=[O:5]. The catalyst is CO.[Pd]. The product is [NH2:12][C:10]1[CH:9]=[CH:8][C:3]([C:4]([O:6][CH3:7])=[O:5])=[C:2]([OH:1])[CH:11]=1. The yield is 0.980.